Task: Predict the product of the given reaction.. Dataset: Forward reaction prediction with 1.9M reactions from USPTO patents (1976-2016) Given the reactants [CH2:1]([O:8][C:9]1[CH:17]=[C:16]2[C:12]([C:13](=[O:25])[NH:14][N:15]2[C:18]([O:20][C:21]([CH3:24])([CH3:23])[CH3:22])=[O:19])=[CH:11][CH:10]=1)[C:2]1[CH:7]=[CH:6][CH:5]=[CH:4][CH:3]=1.C(=O)([O-])[O-].[K+].[K+].Cl[C:33]([F:38])([F:37])C(O)=O.[Na].O, predict the reaction product. The product is: [CH2:1]([O:8][C:9]1[CH:17]=[C:16]2[C:12]([C:13]([O:25][CH:33]([F:38])[F:37])=[N:14][N:15]2[C:18]([O:20][C:21]([CH3:22])([CH3:24])[CH3:23])=[O:19])=[CH:11][CH:10]=1)[C:2]1[CH:7]=[CH:6][CH:5]=[CH:4][CH:3]=1.